This data is from Retrosynthesis with 50K atom-mapped reactions and 10 reaction types from USPTO. The task is: Predict the reactants needed to synthesize the given product. (1) Given the product CC(=O)OCCCc1cc2c3cc(/C=C/C(=O)N4CCOCC4)ccc3nc3c4ccccc4n(C)c(c1)c23, predict the reactants needed to synthesize it. The reactants are: C=CC(=O)N1CCOCC1.CC(=O)OCCCc1cc2c3cc(Cl)ccc3nc3c4ccccc4n(C)c(c1)c23. (2) Given the product CCCc1cccc2c1CCC2=O, predict the reactants needed to synthesize it. The reactants are: C=CCc1cccc2c1CCC2=O. (3) Given the product COC(=O)c1cc2ccc(C(=O)NC3CCC(C(C)(C)C)CC3)cc2c(CC2CCCC2)n1, predict the reactants needed to synthesize it. The reactants are: CC(C)(C)C1CCC(N)CC1.COC(=O)c1cc2ccc(C(=O)O)cc2c(CC2CCCC2)n1. (4) The reactants are: COC(=O)c1ccc(Cn2c(=Nc3ccc(O)cc3)n(C)c3cc(Cl)c(Cl)cc32)cc1.OC1CCCC1. Given the product COC(=O)c1ccc(Cn2c(=Nc3ccc(OC4CCCC4)cc3)n(C)c3cc(Cl)c(Cl)cc32)cc1, predict the reactants needed to synthesize it. (5) The reactants are: CCc1ccsc1C(=O)OC. Given the product CCc1ccsc1C(=O)O, predict the reactants needed to synthesize it. (6) Given the product Cc1cc(N)c(NCCCCCCC(=O)OC(C)(C)C)cc1Cl, predict the reactants needed to synthesize it. The reactants are: Cc1cc([N+](=O)[O-])c(NCCCCCCC(=O)OC(C)(C)C)cc1Cl. (7) Given the product COc1ccc(-c2ccc(C(C)=O)cc2)cc1, predict the reactants needed to synthesize it. The reactants are: CC(=O)c1ccc(B(O)O)cc1.COc1ccc(Br)cc1.